This data is from Reaction yield outcomes from USPTO patents with 853,638 reactions. The task is: Predict the reaction yield, written as a fraction of the theoretical maximum amount of product (1.0 means a 100% yield; for example, 0.34 means a 34% yield). (1) The reactants are C(N[CH:5]([CH3:7])[CH3:6])(C)C.CC[CH2:10][CH2:11][CH2:12][CH3:13].[CH2:14]([Li])CCC.[F:19][C:20]1[CH:25]=[C:24]([CH3:26])[CH:23]=[CH:22][N:21]=1.[OH2:27]. The catalyst is O1CCCC1. The product is [F:19][C:20]1[CH:25]=[C:24]([CH2:26][C:10]([C:11]2[CH:12]=[CH:13][CH:7]=[C:5]([CH3:6])[CH:14]=2)=[O:27])[CH:23]=[CH:22][N:21]=1. The yield is 0.520. (2) The reactants are [C:1]([CH:5]([CH2:11][C:12]1[CH:17]=[CH:16][C:15]([O:18][CH3:19])=[CH:14][C:13]=1[CH2:20][NH2:21])[CH2:6][C:7]([O:9][CH3:10])=[O:8])(OC)=[O:2].C(N(CC)CC)C. The catalyst is C1(C)C=CC=CC=1. The product is [CH3:19][O:18][C:15]1[CH:16]=[CH:17][C:12]2[CH2:11][CH:5]([CH2:6][C:7]([O:9][CH3:10])=[O:8])[C:1](=[O:2])[NH:21][CH2:20][C:13]=2[CH:14]=1. The yield is 0.760. (3) The reactants are [CH:1]1([C:5]2[N:6]=[C:7]([NH:10][C:11]([C:13]3[CH:24]=[CH:23][N:16]4[C:17](=[O:22])[CH2:18][C:19](=O)[N:20]=[C:15]4[CH:14]=3)=[O:12])[S:8][CH:9]=2)[CH2:4][CH2:3][CH2:2]1.P(Cl)(OC1C=CC=CC=1)(OC1C=CC=CC=1)=O.C(N(C(C)C)CC)(C)C.[OH:51][CH:52]1[CH2:57][CH2:56][CH2:55][NH:54][CH2:53]1.C(=O)([O-])O.[Na+]. The catalyst is CN(C)C=O.C(#N)C. The product is [CH:1]1([C:5]2[N:6]=[C:7]([NH:10][C:11]([C:13]3[CH:24]=[CH:23][N:16]4[C:17](=[O:22])[CH:18]=[C:19]([N:54]5[CH2:55][CH2:56][CH2:57][CH:52]([OH:51])[CH2:53]5)[N:20]=[C:15]4[CH:14]=3)=[O:12])[S:8][CH:9]=2)[CH2:4][CH2:3][CH2:2]1. The yield is 0.690. (4) The reactants are [NH2:1][C:2]1[CH:7]=[C:6]([Br:8])[CH:5]=[CH:4][C:3]=1[NH:9][C@@H:10]([CH3:13])[CH2:11][OH:12].[C:14]1([CH3:24])[CH:19]=[CH:18][C:17]([S:20](Cl)(=[O:22])=[O:21])=[CH:16][CH:15]=1. The catalyst is N1C=CC=CC=1. The product is [Br:8][C:6]1[CH:5]=[CH:4][C:3]([NH:9][C@@H:10]([CH3:13])[CH2:11][OH:12])=[C:2]([NH:1][S:20]([C:17]2[CH:18]=[CH:19][C:14]([CH3:24])=[CH:15][CH:16]=2)(=[O:22])=[O:21])[CH:7]=1. The yield is 1.10. (5) The reactants are [O:1]1[CH2:6][CH2:5][N:4]([C:7]2[CH:8]=[CH:9][C:10]3[C:11](=[O:29])[N:12]4[CH2:21][CH2:20][N:19](C(OC(C)(C)C)=O)[CH2:18][CH:13]4[CH2:14][O:15][C:16]=3[N:17]=2)[CH2:3][CH2:2]1.C(OCC)(=O)C.[ClH:36]. The yield is 0.905. No catalyst specified. The product is [ClH:36].[ClH:36].[O:1]1[CH2:6][CH2:5][N:4]([C:7]2[CH:8]=[CH:9][C:10]3[C:11](=[O:29])[N:12]4[CH2:21][CH2:20][NH:19][CH2:18][CH:13]4[CH2:14][O:15][C:16]=3[N:17]=2)[CH2:3][CH2:2]1.